From a dataset of Reaction yield outcomes from USPTO patents with 853,638 reactions. Predict the reaction yield, written as a fraction of the theoretical maximum amount of product (1.0 means a 100% yield; for example, 0.34 means a 34% yield). (1) The reactants are [NH2:1][C:2]1[C:11]2[C:6](=[C:7](Br)[CH:8]=[CH:9][CH:10]=2)[N:5]=[N:4][C:3]=1[C:13]([NH:15][CH2:16][CH2:17][CH3:18])=[O:14].[Cl:19][C:20]1[CH:21]=[C:22](B(O)O)[CH:23]=[C:24]([Cl:26])[CH:25]=1. No catalyst specified. The product is [NH2:1][C:2]1[C:11]2[C:6](=[C:7]([C:22]3[CH:21]=[C:20]([Cl:19])[CH:25]=[C:24]([Cl:26])[CH:23]=3)[CH:8]=[CH:9][CH:10]=2)[N:5]=[N:4][C:3]=1[C:13]([NH:15][CH2:16][CH2:17][CH3:18])=[O:14]. The yield is 0.525. (2) The reactants are [C:1]([C:5]1[CH:6]=[C:7]2[C:11](=[CH:12][C:13]=1[N+:14]([O-])=O)[NH:10][CH:9]=[CH:8]2)([CH3:4])([CH3:3])[CH3:2]. The catalyst is [Ni].CO. The product is [C:1]([C:5]1[CH:6]=[C:7]2[C:11](=[CH:12][C:13]=1[NH2:14])[NH:10][CH:9]=[CH:8]2)([CH3:4])([CH3:2])[CH3:3]. The yield is 0.870. (3) The reactants are [NH2:1][C:2]1[CH:10]=[CH:9][CH:8]=[C:4]([C:5]([OH:7])=O)[C:3]=1[C:11]([OH:13])=[O:12].[C:14](OC(=O)C)(=[O:16])[CH3:15]. No catalyst specified. The product is [C:14]([NH:1][C:2]1[CH:10]=[CH:9][CH:8]=[C:4]2[C:5]([O:13][C:11](=[O:12])[C:3]=12)=[O:7])(=[O:16])[CH3:15]. The yield is 0.610. (4) The reactants are [NH:1]1[C:9]2[C:4](=[CH:5][CH:6]=[C:7]([C:10]([OH:12])=[O:11])[CH:8]=2)[CH:3]=[CH:2]1.[H-].[Na+].[CH3:15]I.[OH-].[K+]. The catalyst is CN(C=O)C.O. The product is [CH3:15][N:1]1[C:9]2[C:4](=[CH:5][CH:6]=[C:7]([C:10]([OH:12])=[O:11])[CH:8]=2)[CH:3]=[CH:2]1. The yield is 0.710.